Dataset: Forward reaction prediction with 1.9M reactions from USPTO patents (1976-2016). Task: Predict the product of the given reaction. Given the reactants C[O:2][C:3](=[O:20])[C@@H:4]1[C:8]([CH3:10])([CH3:9])[C:7]([F:12])([F:11])[CH2:6][N:5]1[C:13]([O:15][C:16]([CH3:19])([CH3:18])[CH3:17])=[O:14].[Li+].[OH-], predict the reaction product. The product is: [F:12][C:7]1([F:11])[CH2:6][N:5]([C:13]([O:15][C:16]([CH3:18])([CH3:19])[CH3:17])=[O:14])[C@H:4]([C:3]([OH:20])=[O:2])[C:8]1([CH3:10])[CH3:9].